Dataset: Reaction yield outcomes from USPTO patents with 853,638 reactions. Task: Predict the reaction yield, written as a fraction of the theoretical maximum amount of product (1.0 means a 100% yield; for example, 0.34 means a 34% yield). The reactants are [H-].[Na+].[CH:3]1([O:7][CH2:8][C@H:9]([OH:20])[C:10]([NH:12][C:13]2[CH:18]=[N:17][C:16]([CH3:19])=[CH:15][N:14]=2)=[O:11])[CH2:6][CH2:5][CH2:4]1.Cl[C:22]1[N:27]=[CH:26][N:25]=[C:24]2[N:28]([C:31]3[C:36]([C:37]([F:40])([F:39])[F:38])=[CH:35][C:34]([Cl:41])=[CH:33][N:32]=3)[N:29]=[CH:30][C:23]=12.C(O)(=O)CC(CC(O)=O)(C(O)=O)O. The catalyst is C1COCC1. The product is [Cl:41][C:34]1[CH:35]=[C:36]([C:37]([F:40])([F:38])[F:39])[C:31]([N:28]2[C:24]3[N:25]=[CH:26][N:27]=[C:22]([O:20][C@@H:9]([CH2:8][O:7][CH:3]4[CH2:6][CH2:5][CH2:4]4)[C:10]([NH:12][C:13]4[CH:18]=[N:17][C:16]([CH3:19])=[CH:15][N:14]=4)=[O:11])[C:23]=3[CH:30]=[N:29]2)=[N:32][CH:33]=1. The yield is 1.00.